Dataset: CYP2D6 inhibition data for predicting drug metabolism from PubChem BioAssay. Task: Regression/Classification. Given a drug SMILES string, predict its absorption, distribution, metabolism, or excretion properties. Task type varies by dataset: regression for continuous measurements (e.g., permeability, clearance, half-life) or binary classification for categorical outcomes (e.g., BBB penetration, CYP inhibition). Dataset: cyp2d6_veith. (1) The compound is CC(C)(C)NC(=O)Cn1nnc(-c2ccccc2NC(=O)c2cnccn2)n1. The result is 0 (non-inhibitor). (2) The compound is CC[C@@H](c1ccc2cc(O)ccc2c1)C(C)(C)C(=O)O. The result is 0 (non-inhibitor). (3) The compound is CN1CCN(c2ncc3nc(CCc4ccccc4)c(=O)n(CCc4ccccc4)c3n2)CC1. The result is 0 (non-inhibitor). (4) The drug is COc1ccc(Oc2ncc3nc(-c4cccs4)c(=O)n(CCC#N)c3n2)cc1. The result is 0 (non-inhibitor).